This data is from Reaction yield outcomes from USPTO patents with 853,638 reactions. The task is: Predict the reaction yield, written as a fraction of the theoretical maximum amount of product (1.0 means a 100% yield; for example, 0.34 means a 34% yield). The reactants are [OH2:1].[C:2]([C:4]1[CH:32]=[CH:31][C:7]2[N:8]=[C:9]([C:14]3[C:15](=[O:30])[N:16]([CH2:25][CH2:26][CH:27]([CH3:29])[CH3:28])[C:17]4[C:22]([C:23]=3[OH:24])=[CH:21][CH:20]=[CH:19][CH:18]=4)[NH:10][S:11](=[O:13])(=[O:12])[C:6]=2[CH:5]=1)#[N:3]. The catalyst is S(=O)(=O)(O)O. The product is [OH:24][C:23]1[C:22]2[C:17](=[CH:18][CH:19]=[CH:20][CH:21]=2)[N:16]([CH2:25][CH2:26][CH:27]([CH3:29])[CH3:28])[C:15](=[O:30])[C:14]=1[C:9]1[NH:8][C:7]2[CH:31]=[CH:32][C:4]([C:2]([NH2:3])=[O:1])=[CH:5][C:6]=2[S:11](=[O:12])(=[O:13])[N:10]=1. The yield is 0.810.